From a dataset of Full USPTO retrosynthesis dataset with 1.9M reactions from patents (1976-2016). Predict the reactants needed to synthesize the given product. (1) Given the product [F:18][CH:19]([F:29])[C:20]1[CH:21]=[CH:22][C:23]([C@@H:26]([NH:28][CH2:16][CH2:15][C:2]2([OH:1])[CH2:3][CH2:4][C:5]3([O:10][CH2:9][C:8]([CH3:12])([CH3:11])[CH2:7][O:6]3)[CH2:13][CH2:14]2)[CH3:27])=[CH:24][CH:25]=1, predict the reactants needed to synthesize it. The reactants are: [OH:1][C:2]1([CH2:15][CH:16]=O)[CH2:14][CH2:13][C:5]2([O:10][CH2:9][C:8]([CH3:12])([CH3:11])[CH2:7][O:6]2)[CH2:4][CH2:3]1.[F:18][CH:19]([F:29])[C:20]1[CH:25]=[CH:24][C:23]([C@@H:26]([NH2:28])[CH3:27])=[CH:22][CH:21]=1. (2) Given the product [CH2:1]([O:8][CH2:9][C:10]1[O:12][N:50]=[C:49]([C:48]2[CH:53]=[CH:54][C:45]([CH2:44][N:35]([CH:36]3[CH2:42][CH2:41][CH2:40][CH2:39][NH:38][C:37]3=[O:43])[S:32]([C:29]3[CH:28]=[CH:27][C:26]([Cl:25])=[CH:31][CH:30]=3)(=[O:34])=[O:33])=[CH:46][CH:47]=2)[N:51]=1)[C:2]1[CH:3]=[CH:4][CH:5]=[CH:6][CH:7]=1, predict the reactants needed to synthesize it. The reactants are: [CH2:1]([O:8][CH2:9][C:10]([OH:12])=O)[C:2]1[CH:7]=[CH:6][CH:5]=[CH:4][CH:3]=1.C(N1C=CN=C1)(N1C=CN=C1)=O.[Cl:25][C:26]1[CH:31]=[CH:30][C:29]([S:32]([N:35]([CH2:44][C:45]2[CH:54]=[CH:53][C:48]([C:49]([NH:51]O)=[NH:50])=[CH:47][CH:46]=2)[CH:36]2[CH2:42][CH2:41][CH2:40][CH2:39][NH:38][C:37]2=[O:43])(=[O:34])=[O:33])=[CH:28][CH:27]=1.O. (3) Given the product [CH2:1]([O:8][CH:9]1[C:13]2[CH:18]=[C:17]([Cl:19])[CH:16]=[CH:15][C:14]=2[C:20](=[O:23])[CH:21]=[CH:22][CH2:10]1)[C:2]1[CH:3]=[CH:4][CH:5]=[CH:6][CH:7]=1, predict the reactants needed to synthesize it. The reactants are: [CH2:1]([O:8][CH:9]([C:13]1[CH:18]=[C:17]([Cl:19])[CH:16]=[CH:15][C:14]=1[C:20](=[O:23])[CH:21]=[CH2:22])[CH2:10]C=C)[C:2]1[CH:7]=[CH:6][CH:5]=[CH:4][CH:3]=1. (4) Given the product [CH3:1][O:8][C:9]1[C:18]([OH:19])=[CH:17][C:16]2[C:11]([CH:10]=1)=[CH:12][CH:13]=[CH:14][CH:15]=2, predict the reactants needed to synthesize it. The reactants are: [CH3:1]OS(OC)(=O)=O.[OH:8][C:9]1[C:18]([OH:19])=[CH:17][C:16]2[C:11](=[CH:12][CH:13]=[CH:14][CH:15]=2)[CH:10]=1.[OH-].[Na+].